From a dataset of Reaction yield outcomes from USPTO patents with 853,638 reactions. Predict the reaction yield, written as a fraction of the theoretical maximum amount of product (1.0 means a 100% yield; for example, 0.34 means a 34% yield). (1) The reactants are [OH:1][C:2]1[C:11]2[C:6](=[CH:7][CH:8]=[CH:9][CH:10]=2)[N:5]=[CH:4][C:3]=1[C:12]([OH:14])=O.CN(C(ON1N=NC2C=CC=NC1=2)=[N+](C)C)C.F[P-](F)(F)(F)(F)F.CCN(C(C)C)C(C)C.[NH2:48][C:49]1[CH:54]=[CH:53][CH:52]=[CH:51][CH:50]=1. The catalyst is CN(C=O)C. The product is [O:1]=[C:2]1[C:11]2[C:6](=[CH:7][CH:8]=[CH:9][CH:10]=2)[NH:5][CH:4]=[C:3]1[C:12]([NH:48][C:49]1[CH:54]=[CH:53][CH:52]=[CH:51][CH:50]=1)=[O:14]. The yield is 0.450. (2) The reactants are [NH:1]1[C:10]2[C:5](=[CH:6][CH:7]=[CH:8][CH:9]=2)[CH:4]([C:11]([OH:13])=O)[CH2:3][CH2:2]1.Cl.[CH3:15][NH:16][O:17][CH3:18].CN1CCOCC1.Cl.C(N=C=NCCCN(C)C)C. The catalyst is ClCCl. The product is [CH3:18][O:17][N:16]([CH3:15])[C:11]([CH:4]1[C:5]2[C:10](=[CH:9][CH:8]=[CH:7][CH:6]=2)[NH:1][CH2:2][CH2:3]1)=[O:13]. The yield is 0.470. (3) The product is [F:28][C:23]1[CH:22]=[C:21]([C:11]([C:8]2[CH:9]=[CH:10][C:5]([O:4][CH2:3][CH2:2][NH:30][CH3:29])=[CH:6][CH:7]=2)=[C:12]([C:15]2[CH:20]=[CH:19][CH:18]=[CH:17][CH:16]=2)[CH2:13][CH3:14])[CH:26]=[CH:25][C:24]=1[OH:27]. The yield is 0.590. The catalyst is CO. The reactants are Cl[CH2:2][CH2:3][O:4][C:5]1[CH:10]=[CH:9][C:8]([C:11]([C:21]2[CH:26]=[CH:25][C:24]([OH:27])=[C:23]([F:28])[CH:22]=2)=[C:12]([C:15]2[CH:20]=[CH:19][CH:18]=[CH:17][CH:16]=2)[CH2:13][CH3:14])=[CH:7][CH:6]=1.[CH3:29][NH2:30]. (4) The reactants are [C:9](O[C:9]([O:11][C:12]([CH3:15])([CH3:14])[CH3:13])=[O:10])([O:11][C:12]([CH3:15])([CH3:14])[CH3:13])=[O:10].[CH2:16]([O:23][C:24]([N:26]1[CH2:31][CH2:30][CH:29]([CH2:32][NH:33][CH:34]2[CH2:36][CH2:35]2)[CH2:28][CH2:27]1)=[O:25])[C:17]1[CH:22]=[CH:21][CH:20]=[CH:19][CH:18]=1. The catalyst is CN(C1C=CN=CC=1)C.ClCCl.C(N(CC)CC)C. The product is [CH2:16]([O:23][C:24]([N:26]1[CH2:31][CH2:30][CH:29]([CH2:32][N:33]([C:9]([O:11][C:12]([CH3:13])([CH3:14])[CH3:15])=[O:10])[CH:34]2[CH2:36][CH2:35]2)[CH2:28][CH2:27]1)=[O:25])[C:17]1[CH:22]=[CH:21][CH:20]=[CH:19][CH:18]=1. The yield is 0.920.